This data is from Catalyst prediction with 721,799 reactions and 888 catalyst types from USPTO. The task is: Predict which catalyst facilitates the given reaction. Reactant: [C:1]([Mg]Br)#[CH:2].[C:5]([O:9][C:10](=[O:23])[NH:11][C:12]([C:16]1[CH:21]=[CH:20][CH:19]=[C:18]([Br:22])[CH:17]=1)([CH3:15])[CH:13]=[O:14])([CH3:8])([CH3:7])[CH3:6]. Product: [C:5]([O:9][C:10](=[O:23])[NH:11][C:12]([C:16]1[CH:21]=[CH:20][CH:19]=[C:18]([Br:22])[CH:17]=1)([CH3:15])[CH:13]([OH:14])[C:1]#[CH:2])([CH3:6])([CH3:7])[CH3:8]. The catalyst class is: 598.